From a dataset of Forward reaction prediction with 1.9M reactions from USPTO patents (1976-2016). Predict the product of the given reaction. (1) Given the reactants C(O[C:4]([C:6]1[CH:7]=[C:8]2[C:12](=[CH:13][CH:14]=1)[NH:11][N:10]=[C:9]2[C:15]1[CH:24]=[CH:23][C:22]2[C:17](=[CH:18][CH:19]=[C:20]([O:25][CH:26]([F:28])[F:27])[CH:21]=2)[CH:16]=1)=[NH:5])C.C(N(CC)CC)C.[N:36]1([CH2:42][C:43]([NH:45][NH2:46])=O)[CH2:41][CH2:40][O:39][CH2:38][CH2:37]1, predict the reaction product. The product is: [F:28][CH:26]([F:27])[O:25][C:20]1[CH:21]=[C:22]2[C:17](=[CH:18][CH:19]=1)[CH:16]=[C:15]([C:9]1[C:8]3[C:12](=[CH:13][CH:14]=[C:6]([C:4]4[N:46]=[N:45][CH:43]([CH2:42][N:36]5[CH2:41][CH2:40][O:39][CH2:38][CH2:37]5)[N:5]=4)[CH:7]=3)[NH:11][N:10]=1)[CH:24]=[CH:23]2. (2) Given the reactants [NH2:1][C:2]1[C:11]([OH:12])=[CH:10][CH:9]=[C:8]([F:13])[C:3]=1[C:4]([O:6][CH3:7])=[O:5].[N:14]1(C(N2C=CN=C2)N)C=CN=[CH:15]1, predict the reaction product. The product is: [NH2:14][C:15]1[O:12][C:11]2[C:2](=[C:3]([C:4]([O:6][CH3:7])=[O:5])[C:8]([F:13])=[CH:9][CH:10]=2)[N:1]=1. (3) Given the reactants Br[C:2]1[C:7]([O:8][CH3:9])=[CH:6][N:5]=[C:4]([Cl:10])[CH:3]=1.C([Mg]Cl)(C)C.[B:16](OC(C)C)([O:21]C(C)C)[O:17]C(C)C, predict the reaction product. The product is: [Cl:10][C:4]1[CH:3]=[C:2]([B:16]([OH:21])[OH:17])[C:7]([O:8][CH3:9])=[CH:6][N:5]=1. (4) The product is: [C:1]1([C:7]2[S:8][CH:9]=[C:10](/[C:12](/[C:14]3[CH:19]=[C:18]([O:20][CH3:21])[C:17]([O:22][CH3:23])=[C:16]([O:24][CH3:25])[CH:15]=3)=[N:27]\[OH:28])[N:11]=2)[CH:6]=[CH:5][CH:4]=[CH:3][CH:2]=1. Given the reactants [C:1]1([C:7]2[S:8][CH:9]=[C:10]([C:12]([C:14]3[CH:19]=[C:18]([O:20][CH3:21])[C:17]([O:22][CH3:23])=[C:16]([O:24][CH3:25])[CH:15]=3)=O)[N:11]=2)[CH:6]=[CH:5][CH:4]=[CH:3][CH:2]=1.Cl.[NH2:27][OH:28].[OH-].[Na+], predict the reaction product. (5) Given the reactants [CH:1]([CH:4]1[CH2:9][CH2:8][CH:7]([O:10][C:11]2[CH:12]=[C:13]3[C:18](=[CH:19][CH:20]=2)[CH:17]=[C:16]([C@:21]2([CH3:27])[CH2:25][O:24]C(=O)[NH:22]2)[CH:15]=[CH:14]3)[CH2:6][CH2:5]1)([CH3:3])[CH3:2].C(O)C.O.[OH-].[Li+].O, predict the reaction product. The product is: [NH2:22][C@@:21]([C:16]1[CH:15]=[CH:14][C:13]2[C:18](=[CH:19][CH:20]=[C:11]([O:10][CH:7]3[CH2:6][CH2:5][CH:4]([CH:1]([CH3:3])[CH3:2])[CH2:9][CH2:8]3)[CH:12]=2)[CH:17]=1)([CH3:27])[CH2:25][OH:24]. (6) The product is: [Cl:1][C:2]1[C:3]2[C:10]([I:11])=[C:9]([C:12](=[O:14])[CH3:13])[S:8][C:4]=2[N:5]=[CH:6][N:7]=1. Given the reactants [Cl:1][C:2]1[C:3]2[C:10]([I:11])=[C:9]([CH:12]([OH:14])[CH3:13])[S:8][C:4]=2[N:5]=[CH:6][N:7]=1.CC(OI1(OC(C)=O)(OC(C)=O)OC(=O)C2C=CC=CC1=2)=O, predict the reaction product. (7) Given the reactants [O:1]1[CH2:5][CH2:4][O:3][CH:2]1[C:6]1[CH:15]=[C:14]2[C:9]([C:10](=[O:21])[C:11]([C:16]([O:18][CH2:19][CH3:20])=[O:17])=[CH:12][NH:13]2)=[CH:8][CH:7]=1.[C:22](=O)([O-])[O-].[K+].[K+].IC, predict the reaction product. The product is: [O:1]1[CH2:5][CH2:4][O:3][CH:2]1[C:6]1[CH:15]=[C:14]2[C:9]([C:10](=[O:21])[C:11]([C:16]([O:18][CH2:19][CH3:20])=[O:17])=[CH:12][N:13]2[CH3:22])=[CH:8][CH:7]=1. (8) Given the reactants Cl[C:2]1[C:7]([C:8]([O:10][CH2:11][CH3:12])=[O:9])=[CH:6][N:5]=[C:4]2[N:13]([S:16]([C:19]3[CH:25]=[CH:24][C:22]([CH3:23])=[CH:21][CH:20]=3)(=[O:18])=[O:17])[CH:14]=[CH:15][C:3]=12.[CH:26]1([NH2:32])[CH2:31][CH2:30][CH2:29][CH2:28][CH2:27]1, predict the reaction product. The product is: [CH:26]1([NH:32][C:2]2[C:7]([C:8]([O:10][CH2:11][CH3:12])=[O:9])=[CH:6][N:5]=[C:4]3[N:13]([S:16]([C:19]4[CH:25]=[CH:24][C:22]([CH3:23])=[CH:21][CH:20]=4)(=[O:18])=[O:17])[CH:14]=[CH:15][C:3]=23)[CH2:31][CH2:30][CH2:29][CH2:28][CH2:27]1. (9) Given the reactants [C:1]([O:5][C:6](=[O:16])[NH:7][C@@H:8]1[CH2:13][CH2:12][C@@H:11]([CH2:14][OH:15])[O:10][CH2:9]1)([CH3:4])([CH3:3])[CH3:2].CCN(C(C)C)C(C)C.N1C(=O)CC[C@H]1C(O)=O, predict the reaction product. The product is: [C:1]([O:5][C:6](=[O:16])[NH:7][C@@H:8]1[CH2:13][CH2:12][C@@H:11]([CH:14]=[O:15])[O:10][CH2:9]1)([CH3:4])([CH3:2])[CH3:3]. (10) Given the reactants [CH2:1]([O:8][C:9]1[CH:14]=[CH:13][C:12](Br)=[CH:11][C:10]=1[O:16][CH3:17])[C:2]1[CH:7]=[CH:6][CH:5]=[CH:4][CH:3]=1.C([Li])CCC.[CH2:23]([O:30][C:31]1[CH:38]=[CH:37][C:34]([CH:35]=[O:36])=[CH:33][C:32]=1[O:39][CH3:40])[C:24]1[CH:29]=[CH:28][CH:27]=[CH:26][CH:25]=1, predict the reaction product. The product is: [CH2:1]([O:8][C:9]1[CH:14]=[CH:13][C:12]([CH:35]([C:34]2[CH:37]=[CH:38][C:31]([O:30][CH2:23][C:24]3[CH:25]=[CH:26][CH:27]=[CH:28][CH:29]=3)=[C:32]([O:39][CH3:40])[CH:33]=2)[OH:36])=[CH:11][C:10]=1[O:16][CH3:17])[C:2]1[CH:7]=[CH:6][CH:5]=[CH:4][CH:3]=1.